This data is from Peptide-MHC class II binding affinity with 134,281 pairs from IEDB. The task is: Regression. Given a peptide amino acid sequence and an MHC pseudo amino acid sequence, predict their binding affinity value. This is MHC class II binding data. The peptide sequence is PNLYNIRNLHIPEVC. The MHC is DRB1_0802 with pseudo-sequence DRB1_0802. The binding affinity (normalized) is 0.606.